This data is from Full USPTO retrosynthesis dataset with 1.9M reactions from patents (1976-2016). The task is: Predict the reactants needed to synthesize the given product. (1) Given the product [C:1]([O:5][C:6]([N:8]1[CH2:12][C@@H:11]([CH3:13])[CH2:10][C@@H:9]1[C:14]([O:16][CH3:19])=[O:15])=[O:7])([CH3:2])([CH3:3])[CH3:4], predict the reactants needed to synthesize it. The reactants are: [C:1]([O:5][C:6]([N:8]1[CH2:12][C@@H:11]([CH3:13])[CH2:10][C@@H:9]1[C:14]([OH:16])=[O:15])=[O:7])([CH3:4])([CH3:3])[CH3:2].CI.[C:19](=O)([O-])[O-].[K+].[K+]. (2) Given the product [CH:1]1([C:7]2[C:12]3[O:13][CH:36]=[N:14][C:11]=3[CH:10]=[C:9]([C:17]3[N:22]=[CH:21][C:20]([CH:23]=[C:24]4[S:28][C:27](=[O:29])[NH:26][C:25]4=[O:30])=[CH:19][CH:18]=3)[CH:8]=2)[CH2:6][CH2:5][CH2:4][CH2:3][CH2:2]1, predict the reactants needed to synthesize it. The reactants are: [CH:1]1([C:7]2[CH:8]=[C:9]([C:17]3[N:22]=[CH:21][C:20]([CH:23]=[C:24]4[S:28][C:27](=[O:29])[NH:26][C:25]4=[O:30])=[CH:19][CH:18]=3)[CH:10]=[C:11]([N+:14]([O-])=O)[C:12]=2[OH:13])[CH2:6][CH2:5][CH2:4][CH2:3][CH2:2]1.[PH2]([O-])=O.[Na+].O1CCC[CH2:36]1.C(O)C.